Task: Regression. Given two drug SMILES strings and cell line genomic features, predict the synergy score measuring deviation from expected non-interaction effect.. Dataset: NCI-60 drug combinations with 297,098 pairs across 59 cell lines Drug 1: C1=CC(=C2C(=C1NCCNCCO)C(=O)C3=C(C=CC(=C3C2=O)O)O)NCCNCCO. Drug 2: CC1C(C(CC(O1)OC2CC(CC3=C2C(=C4C(=C3O)C(=O)C5=C(C4=O)C(=CC=C5)OC)O)(C(=O)C)O)N)O.Cl. Cell line: M14. Synergy scores: CSS=27.8, Synergy_ZIP=0.480, Synergy_Bliss=4.25, Synergy_Loewe=-11.1, Synergy_HSA=5.36.